Dataset: Peptide-MHC class II binding affinity with 134,281 pairs from IEDB. Task: Regression. Given a peptide amino acid sequence and an MHC pseudo amino acid sequence, predict their binding affinity value. This is MHC class II binding data. (1) The peptide sequence is HGDGLGFLLDAAIRI. The MHC is DRB5_0101 with pseudo-sequence DRB5_0101. The binding affinity (normalized) is 0.434. (2) The peptide sequence is PVNEALAAAGLVGVL. The MHC is DRB1_0404 with pseudo-sequence DRB1_0404. The binding affinity (normalized) is 0.573. (3) The peptide sequence is IDTKCYKLEHPVT. The MHC is DRB1_0101 with pseudo-sequence DRB1_0101. The binding affinity (normalized) is 0.374.